Dataset: Experimentally validated miRNA-target interactions with 360,000+ pairs, plus equal number of negative samples. Task: Binary Classification. Given a miRNA mature sequence and a target amino acid sequence, predict their likelihood of interaction. (1) The miRNA is hsa-miR-4529-3p with sequence AUUGGACUGCUGAUGGCCCGU. The protein sequence of the target gene is MGPSTPLLILFLLSWSGPLQGQQHHLVEYMERRLAALEERLAQCQDQSSRHAAELRDFKNKMLPLLEVAEKEREALRTEADTISGRVDRLEREVDYLETQNPALPCVEFDEKVTGGPGTKGKGRRNEKYDMVTDCGYTISQVRSMKILKRFGGPAGLWTKDPLGQTEKIYVLDGTQNDTAFVFPRLRDFTLAMAARKASRVRVPFPWVGTGQLVYGGFLYFARRPPGRPGGGGEMENTLQLIKFHLANRTVVDSSVFPAEGLIPPYGLTADTYIDLAADEEGLWAVYATREDDRHLCLAK.... Result: 0 (no interaction). (2) The miRNA is hsa-miR-197-3p with sequence UUCACCACCUUCUCCACCCAGC. The protein sequence of the target gene is MAPSHLSVREMREDEKPLVLEMLKAGVKDTENRVALHALTRPPALLLLAAASSGLRFVLASFALALLLPVFLAVAAVKLGLRARWGSLPPPGGLGGPWVAVRGSGDVCGVLALAPGTNAGDGARVTRLSVSRWHRRRGVGRRLLAFAEARARAWAGGMGEPRARLVVPVAVAAWGVGGMLEGCGYQAEGGWGCLGYTLVREFSKDL. Result: 0 (no interaction). (3) The miRNA is hsa-miR-6857-3p with sequence UGACUGAGCUUCUCCCCACAG. The protein sequence of the target gene is MALRHLALLAGLLVGVASKSMENTVTRNSTAVINTQAEGTLSPPGLSSLPVVREWALTHTAQLPECCVDVVGVNASCPGASLCGPGCYRRWNADGSASCVRCGNGTLPAYNGSECRSFAGPGAPFPMNRSSGTPGRPHPGAPRVAASLFLGTFFISSGLILSVAGFFYLKRSSKLPRACYRRNKAPALQPGEAAAMIPPPQSSGNSSCRIPLWGFPSLGQSQGALWVCPQTGLPGSGSRPPLPGSPGDPPTRQGQGRIWLVPPALDLSWIWPAPPARPPLIPVTSMLFPVPETWGLQERR.... Result: 0 (no interaction). (4) The miRNA is hsa-miR-27b-3p with sequence UUCACAGUGGCUAAGUUCUGC. The protein sequence of the target gene is MDSVAFEDVAVNFTLEEWALLDPSQKNLYRDVMRETFRNLASVGKQWEDQNIEDPFKIPRRNISHIPERLCESKEGGQGEETFSQIPDGILNKKTPGVKPCESSVCGEVGMGPSSLNRHIRDHTGREPNEYQEYGKKSYTRNQCGRALSYHRSFPVRERTHPGGKPYDCKECGETFISLVSIRRHMLTHRGGVPYKCKVCGKAFDYPSLFRIHERSHTGEKPYECKQCGKAFSCSSYIRIHERTHTGDKPYECKQCGKAFSCSKYIRIHERTHTGEKPYECKQCGKAFRCASSVRSHERT.... Result: 1 (interaction). (5) The miRNA is mmu-miR-5118 with sequence AAGGUUAGGCCAGCCUGGU. The protein sequence of the target gene is MNTSIPYQQNPYNPRGSSNVIQCYRCGDTCKGEVVRVHNNHFHIRCFTCQVCGCGLAQSGFFFKNQEYICTQDYQQLYGTRCDSCRDFITGEVISALGRTYHPKCFVCSLCRKPFPIGDKVTFSGKECVCQTCSQSMASSKPIKIRGPSHCAGCKEEIKHGQSLLALDKQWHVSCFKCQTCSVILTGEYISKDGVPYCESDYHAQFGIKCETCDRYISGRVLEAGGKHYHPTCARCVRCHQMFTEGEEMYLTGSEVWHPICKQAARAEKKLKHRRTSETSISPPGSSIGSPNRVICAKVD.... Result: 0 (no interaction).